From a dataset of Retrosynthesis with 50K atom-mapped reactions and 10 reaction types from USPTO. Predict the reactants needed to synthesize the given product. (1) Given the product CCOc1ccc(-n2c(Cl)c(C=O)c3ccccc32)cc1, predict the reactants needed to synthesize it. The reactants are: CCOc1ccc(B(O)O)cc1.O=Cc1c(Cl)[nH]c2ccccc12. (2) Given the product C[C@H]1c2ccccc2-c2ccccc2N1S(=O)(=O)c1ccc(O)cc1, predict the reactants needed to synthesize it. The reactants are: COc1ccc(S(=O)(=O)N2c3ccccc3-c3ccccc3[C@@H]2C)cc1.